Dataset: Forward reaction prediction with 1.9M reactions from USPTO patents (1976-2016). Task: Predict the product of the given reaction. Given the reactants [CH2:1]([C:3]1[N:8]=[C:7]([NH2:9])[N:6]=[C:5]([NH2:10])[C:4]=1[C:11]1[CH:16]=[CH:15][C:14]([NH:17][CH2:18][C:19]2[CH:24]=[CH:23][C:22]([S:25]([CH3:28])(=[O:27])=[O:26])=[CH:21][CH:20]=2)=[C:13]([N+:29]([O-])=O)[CH:12]=1)[CH3:2].Cl[Sn]Cl.O, predict the reaction product. The product is: [NH2:29][C:13]1[CH:12]=[C:11]([C:4]2[C:5]([NH2:10])=[N:6][C:7]([NH2:9])=[N:8][C:3]=2[CH2:1][CH3:2])[CH:16]=[CH:15][C:14]=1[NH:17][CH2:18][C:19]1[CH:24]=[CH:23][C:22]([S:25]([CH3:28])(=[O:27])=[O:26])=[CH:21][CH:20]=1.